From a dataset of Full USPTO retrosynthesis dataset with 1.9M reactions from patents (1976-2016). Predict the reactants needed to synthesize the given product. Given the product [CH:19]1([C:22]2[CH:23]=[CH:24][C:25]([CH2:28][CH2:29][CH2:30][C:31]([OH:34])=[O:32])=[CH:26][CH:27]=2)[CH2:21][CH2:20]1, predict the reactants needed to synthesize it. The reactants are: CC1(C)N([O])C(C)(C)CCC1.P([O-])([O-])(O)=O.[Na+].[Na+].[CH:19]1([C:22]2[CH:27]=[CH:26][C:25]([CH2:28][CH2:29][CH2:30][CH2:31][OH:32])=[CH:24][CH:23]=2)[CH2:21][CH2:20]1.Cl([O-])=[O:34].[Na+].ClO.[OH-].[Na+].S([O-])([O-])=O.[Na+].[Na+].